This data is from Full USPTO retrosynthesis dataset with 1.9M reactions from patents (1976-2016). The task is: Predict the reactants needed to synthesize the given product. (1) Given the product [C:1]([O:5][C:6]([N:8]1[CH2:9][CH2:10][N:11]([C:14]2[S:16][CH:21]=[C:19]([C:18]([F:24])([F:23])[F:17])[N:15]=2)[CH2:12][CH2:13]1)=[O:7])([CH3:4])([CH3:2])[CH3:3], predict the reactants needed to synthesize it. The reactants are: [C:1]([O:5][C:6]([N:8]1[CH2:13][CH2:12][N:11]([C:14](=[S:16])[NH2:15])[CH2:10][CH2:9]1)=[O:7])([CH3:4])([CH3:3])[CH3:2].[F:17][C:18]([F:24])([F:23])[C:19]([CH2:21]Br)=O.C(N(CC)CC)C. (2) Given the product [CH2:9]([O:8][C:6]([C:5]1[CH:11]=[N:12][C:13]2[CH2:14][CH2:15][CH2:16][CH2:17][C:18]=2[C:4]=1[OH:19])=[O:7])[CH3:10], predict the reactants needed to synthesize it. The reactants are: C(O[C:4](=[O:19])[C:5](=[CH:11][NH:12][C:13]1[CH2:18][CH2:17][CH2:16][CH2:15][CH:14]=1)[C:6]([O:8][CH2:9][CH3:10])=[O:7])C. (3) Given the product [CH2:16]([O:8][CH:6]1[CH2:7][C:2]([F:1])([F:13])[CH2:3][CH2:4][C:5]1=[O:11])[C:17]1[CH:22]=[CH:21][CH:20]=[CH:19][CH:18]=1, predict the reactants needed to synthesize it. The reactants are: [F:1][C:2]1([F:13])[CH2:7][CH:6]([OH:8])[C:5]([O:11]C)(OC)[CH2:4][CH2:3]1.[H-].[Na+].[CH2:16](Br)[C:17]1[CH:22]=[CH:21][CH:20]=[CH:19][CH:18]=1. (4) The reactants are: [Cl:1][C:2]1[C:3]([C:15]2[C:23]3[C:18](=[CH:19][CH:20]=[CH:21][CH:22]=3)[N:17]([S:24]([C:27]3[CH:32]=[CH:31][CH:30]=[CH:29][CH:28]=3)(=[O:26])=[O:25])[CH:16]=2)=[N:4][C:5]([NH:8][CH:9]2[CH2:14][CH2:13][NH:12][CH2:11][CH2:10]2)=[N:6][CH:7]=1.[CH3:33][C:34]1[CH:35]=[C:36]([CH:40]=[CH:41][C:42]=1[N+:43]([O-:45])=[O:44])[C:37](O)=[O:38].CN(C(ON1N=NC2C=CC=CC1=2)=[N+](C)C)C.F[P-](F)(F)(F)(F)F.CCN(C(C)C)C(C)C. Given the product [Cl:1][C:2]1[C:3]([C:15]2[C:23]3[C:18](=[CH:19][CH:20]=[CH:21][CH:22]=3)[N:17]([S:24]([C:27]3[CH:32]=[CH:31][CH:30]=[CH:29][CH:28]=3)(=[O:26])=[O:25])[CH:16]=2)=[N:4][C:5]([NH:8][CH:9]2[CH2:10][CH2:11][N:12]([C:37]([C:36]3[CH:40]=[CH:41][C:42]([N+:43]([O-:45])=[O:44])=[C:34]([CH3:33])[CH:35]=3)=[O:38])[CH2:13][CH2:14]2)=[N:6][CH:7]=1, predict the reactants needed to synthesize it. (5) Given the product [CH3:14][O:15][C:16]1[CH:22]=[CH:21][C:19]([NH:20][C:2]2[N:13]=[CH:12][CH:11]=[CH:10][C:3]=2[C:4]([NH:6][CH2:7][C:8]#[CH:9])=[O:5])=[CH:18][CH:17]=1, predict the reactants needed to synthesize it. The reactants are: Cl[C:2]1[N:13]=[CH:12][CH:11]=[CH:10][C:3]=1[C:4]([NH:6][CH2:7][C:8]#[CH:9])=[O:5].[CH3:14][O:15][C:16]1[CH:22]=[CH:21][C:19]([NH2:20])=[CH:18][CH:17]=1.